This data is from Forward reaction prediction with 1.9M reactions from USPTO patents (1976-2016). The task is: Predict the product of the given reaction. The product is: [NH2:8][C:6]1[CH:5]=[C:4]([F:11])[C:3]([C:12]([CH3:17])([CH3:18])[C:13]([O:15][CH3:16])=[O:14])=[C:2]([F:1])[CH:7]=1. Given the reactants [F:1][C:2]1[CH:7]=[C:6]([N+:8]([O-])=O)[CH:5]=[C:4]([F:11])[C:3]=1[C:12]([CH3:18])([CH3:17])[C:13]([O:15][CH3:16])=[O:14], predict the reaction product.